Dataset: Forward reaction prediction with 1.9M reactions from USPTO patents (1976-2016). Task: Predict the product of the given reaction. (1) Given the reactants [OH:1][CH2:2][CH:3]1[CH2:8][CH2:7][N:6]([C:9]([O:11][CH2:12][C:13]2[CH:18]=[CH:17][CH:16]=[CH:15][CH:14]=2)=[O:10])[CH2:5][CH2:4]1.[N+](=[CH:21][C:22]([O:24][CH2:25][CH3:26])=[O:23])=[N-].N#N, predict the reaction product. The product is: [CH2:25]([O:24][C:22](=[O:23])[CH2:21][O:1][CH2:2][CH:3]1[CH2:8][CH2:7][N:6]([C:9]([O:11][CH2:12][C:13]2[CH:14]=[CH:15][CH:16]=[CH:17][CH:18]=2)=[O:10])[CH2:5][CH2:4]1)[CH3:26]. (2) The product is: [F:20][C:21]1[CH:27]=[CH:26][C:24]([NH:25][CH:2]([C:14]2[CH:19]=[CH:18][CH:17]=[CH:16][CH:15]=2)[C:3]([C:5]2[C:13]3[C:8](=[CH:9][CH:10]=[CH:11][CH:12]=3)[NH:7][CH:6]=2)=[O:4])=[CH:23][C:22]=1[O:28][CH3:29]. Given the reactants Br[CH:2]([C:14]1[CH:19]=[CH:18][CH:17]=[CH:16][CH:15]=1)[C:3]([C:5]1[C:13]2[C:8](=[CH:9][CH:10]=[CH:11][CH:12]=2)[NH:7][CH:6]=1)=[O:4].[F:20][C:21]1[CH:27]=[CH:26][C:24]([NH2:25])=[CH:23][C:22]=1[O:28][CH3:29].C(N(CC)CC)C, predict the reaction product. (3) Given the reactants [Br:1][C:2]1[CH:11]=[CH:10][C:5]([CH2:6][N:7]=[C:8]=[O:9])=[CH:4][CH:3]=1.[CH2:12]([N:14](CC)[CH2:15][CH3:16])[CH3:13].N1CCCC1, predict the reaction product. The product is: [Br:1][C:2]1[CH:3]=[CH:4][C:5]([CH2:6][NH:7][C:8]([N:14]2[CH2:15][CH2:16][CH2:13][CH2:12]2)=[O:9])=[CH:10][CH:11]=1. (4) Given the reactants COC(=O)C(O)=CC(=O)N(CC1C=CC(Cl)=C(Cl)C=1)C.C=O.[NH2:23][C@H:24]([C:29]([OH:31])=[O:30])[CH2:25][C:26](=[O:28])[NH2:27].[Cl:32][C:33]1[CH:34]=[C:35]([CH:49]=[CH:50][C:51]=1[Cl:52])[CH2:36][N:37]([CH3:48])[C:38]([C:40]1[CH2:41]N(C)[C:43](=[O:46])[C:44]=1[OH:45])=[O:39], predict the reaction product. The product is: [Cl:32][C:33]1[CH:34]=[C:35]([CH:49]=[CH:50][C:51]=1[Cl:52])[CH2:36][N:37]([CH3:48])[C:38]([C:40]1[CH2:41][N:23]([CH:24]([CH2:25][C:26]([NH2:27])=[O:28])[C:29]([OH:31])=[O:30])[C:43](=[O:46])[C:44]=1[OH:45])=[O:39]. (5) Given the reactants [CH3:1][O:2][C:3](=[O:21])[C@@H:4]([NH:13][C:14]([O:16][C:17]([CH3:20])([CH3:19])[CH3:18])=[O:15])[CH2:5][C:6]1[CH:11]=[CH:10][CH:9]=[C:8]([OH:12])[CH:7]=1.C([O-])([O-])=O.[K+].[K+].[CH2:28](Br)[CH:29]=[CH2:30].O, predict the reaction product. The product is: [CH3:1][O:2][C:3](=[O:21])[C@@H:4]([NH:13][C:14]([O:16][C:17]([CH3:18])([CH3:20])[CH3:19])=[O:15])[CH2:5][C:6]1[CH:11]=[CH:10][CH:9]=[C:8]([O:12][CH2:30][CH:29]=[CH2:28])[CH:7]=1. (6) Given the reactants [CH2:1]([C:3]1[CH:4]=[C:5]([CH2:26][N:27]2[CH2:30][CH:29]([C:31]([O:33]C)=[O:32])[CH2:28]2)[S:6][C:7]=1[C:8]1[N:12]=[C:11]([C:13]2[CH:18]=[CH:17][C:16]([O:19][C:20]3[CH:25]=[CH:24][CH:23]=[CH:22][CH:21]=3)=[CH:15][CH:14]=2)[O:10][N:9]=1)[CH3:2].[OH-].[Na+], predict the reaction product. The product is: [CH2:1]([C:3]1[CH:4]=[C:5]([CH2:26][N:27]2[CH2:30][CH:29]([C:31]([OH:33])=[O:32])[CH2:28]2)[S:6][C:7]=1[C:8]1[N:12]=[C:11]([C:13]2[CH:14]=[CH:15][C:16]([O:19][C:20]3[CH:25]=[CH:24][CH:23]=[CH:22][CH:21]=3)=[CH:17][CH:18]=2)[O:10][N:9]=1)[CH3:2]. (7) Given the reactants C1(P(=O)(C2C=CC=CC=2)C2C=CC=CC=2)C=CC=CC=1.FC(F)(F)S(OS(C(F)(F)F)(=O)=O)(=O)=O.C([S:43][CH:44]([CH2:77][N:78]1[CH2:83][CH2:82][O:81][CH2:80][CH2:79]1)[CH2:45][NH:46][C:47]([C:49]1[NH:50][C:51]2[C:56]([CH:57]=1)=[CH:55][C:54]([O:58][CH2:59][CH2:60][CH2:61][S:62]([CH3:65])(=[O:64])=[O:63])=[CH:53][C:52]=2[N:66]([CH3:76])[S:67]([C:70]1[CH:75]=[CH:74][CH:73]=[CH:72][N:71]=1)(=[O:69])=[O:68])=O)C1C=CC=CC=1.C1(SC)C=CC=CC=1, predict the reaction product. The product is: [CH3:76][N:66]([C:52]1[CH:53]=[C:54]([O:58][CH2:59][CH2:60][CH2:61][S:62]([CH3:65])(=[O:64])=[O:63])[CH:55]=[C:56]2[C:51]=1[NH:50][C:49]([C:47]1[S:43][CH:44]([CH2:77][N:78]3[CH2:79][CH2:80][O:81][CH2:82][CH2:83]3)[CH2:45][N:46]=1)=[CH:57]2)[S:67]([C:70]1[CH:75]=[CH:74][CH:73]=[CH:72][N:71]=1)(=[O:69])=[O:68].